Dataset: Reaction yield outcomes from USPTO patents with 853,638 reactions. Task: Predict the reaction yield, written as a fraction of the theoretical maximum amount of product (1.0 means a 100% yield; for example, 0.34 means a 34% yield). (1) The reactants are [Cl:1][C:2]1[CH:7]=[C:6]([CH2:8][OH:9])[CH:5]=[C:4]([O:10][CH3:11])[N:3]=1.[Si:12](Cl)([C:15]([CH3:18])([CH3:17])[CH3:16])([CH3:14])[CH3:13].N1C=CN=C1.O. The catalyst is CN(C)C=O. The product is [Cl:1][C:2]1[CH:7]=[C:6]([CH2:8][O:9][Si:12]([C:15]([CH3:18])([CH3:17])[CH3:16])([CH3:14])[CH3:13])[CH:5]=[C:4]([O:10][CH3:11])[N:3]=1. The yield is 0.930. (2) The reactants are [Cl:1][C:2]1[C:7]([C:8]2([CH3:11])[CH2:10][CH2:9]2)=[CH:6][C:5]([NH:12][CH2:13][C:14]([OH:16])=O)=[C:4]([O:17][CH3:18])[CH:3]=1.[N:19]1([CH:25]2[CH2:28][N:27]([C:29]([O:31][C:32]([CH3:35])([CH3:34])[CH3:33])=[O:30])[CH2:26]2)[CH2:24][CH2:23][NH:22][CH2:21][CH2:20]1.F[P-](F)(F)(F)(F)F.N1(O[P+](N(C)C)(N(C)C)N(C)C)C2C=CC=CC=2N=N1.CCN(C(C)C)C(C)C. The catalyst is CN(C=O)C. The product is [Cl:1][C:2]1[C:7]([C:8]2([CH3:11])[CH2:9][CH2:10]2)=[CH:6][C:5]([NH:12][CH2:13][C:14]([N:22]2[CH2:23][CH2:24][N:19]([CH:25]3[CH2:26][N:27]([C:29]([O:31][C:32]([CH3:35])([CH3:34])[CH3:33])=[O:30])[CH2:28]3)[CH2:20][CH2:21]2)=[O:16])=[C:4]([O:17][CH3:18])[CH:3]=1. The yield is 0.950. (3) The reactants are [CH3:1][C:2]1[CH:7]=[CH:6][C:5]([S:8]([O:11][C:12]2[CH:17]=[CH:16][C:15]([Br:18])=[C:14]([OH:19])[CH:13]=2)(=[O:10])=[O:9])=[CH:4][CH:3]=1.[H-].[Na+].[CH3:22][O:23][CH2:24]Cl. The catalyst is CN(C=O)C.CCOC(C)=O. The product is [CH3:1][C:2]1[CH:7]=[CH:6][C:5]([S:8]([O:11][C:12]2[CH:17]=[CH:16][C:15]([Br:18])=[C:14]([O:19][CH2:22][O:23][CH3:24])[CH:13]=2)(=[O:10])=[O:9])=[CH:4][CH:3]=1. The yield is 0.950.